Dataset: Catalyst prediction with 721,799 reactions and 888 catalyst types from USPTO. Task: Predict which catalyst facilitates the given reaction. (1) Product: [Cl:28][C:29]1[CH:30]=[C:31](/[C:44](=[CH:48]\[CH:49]2[CH2:54][CH2:53][CH2:52][CH2:51][CH2:50]2)/[C:45]([NH:55][C:56]2[S:57][CH:58]=[CH:59][N:60]=2)=[O:46])[CH:32]=[CH:33][C:34]=1[N:35]1[C:39]([C:40]([F:43])([F:42])[F:41])=[N:38][N:37]=[N:36]1. The catalyst class is: 2. Reactant: C1(P(C2C=CC=CC=2)C2C=CC=CC=2)C=CC=CC=1.BrN1C(=O)CCC1=O.[Cl:28][C:29]1[CH:30]=[C:31](/[C:44](=[CH:48]\[CH:49]2[CH2:54][CH2:53][CH2:52][CH2:51][CH2:50]2)/[C:45](O)=[O:46])[CH:32]=[CH:33][C:34]=1[N:35]1[C:39]([C:40]([F:43])([F:42])[F:41])=[N:38][N:37]=[N:36]1.[NH2:55][C:56]1[S:57][CH:58]=[CH:59][N:60]=1. (2) Reactant: C[O:2][C:3]1[CH:12]=[CH:11][CH:10]=[C:9]2[C:4]=1[CH:5]=[CH:6][CH:7]=[C:8]2[C:13]#[N:14].B(Br)(Br)Br. Product: [OH:2][C:3]1[CH:12]=[CH:11][CH:10]=[C:9]2[C:4]=1[CH:5]=[CH:6][CH:7]=[C:8]2[C:13]#[N:14]. The catalyst class is: 2. (3) Reactant: CN(C(ON1N=NC2C=CC=NC1=2)=[N+](C)C)C.F[P-](F)(F)(F)(F)F.[F:25][C:26]1[CH:27]=[C:28]([NH:37][C:38]([C@@H:40]2[NH:49][CH2:48][CH2:47][C:46]3[N:45]=[C:44]([O:50][CH3:51])[CH:43]=[CH:42][C:41]2=3)=[O:39])[CH:29]=[C:30]([F:36])[C:31]=1[Si:32]([CH3:35])([CH3:34])[CH3:33].[C:52]([O:56][C:57](=[O:66])[CH2:58][C@H:59]1[CH2:62][C@H:61]([C:63](O)=[O:64])[CH2:60]1)([CH3:55])([CH3:54])[CH3:53].CCN(C(C)C)C(C)C. Product: [F:36][C:30]1[CH:29]=[C:28]([NH:37][C:38]([C@@H:40]2[N:49]([C:63]([C@H:61]3[CH2:60][C@H:59]([CH2:58][C:57]([O:56][C:52]([CH3:55])([CH3:54])[CH3:53])=[O:66])[CH2:62]3)=[O:64])[CH2:48][CH2:47][C:46]3[N:45]=[C:44]([O:50][CH3:51])[CH:43]=[CH:42][C:41]2=3)=[O:39])[CH:27]=[C:26]([F:25])[C:31]=1[Si:32]([CH3:35])([CH3:34])[CH3:33]. The catalyst class is: 18. (4) Reactant: [CH3:1][NH:2][S:3]([CH2:6][CH2:7][C:8]1[CH:13]=[CH:12][C:11]([NH2:14])=[C:10]([I:15])[CH:9]=1)(=[O:5])=[O:4].[CH:16](=O)[C:17]1[CH:22]=[CH:21][CH:20]=[CH:19][CH:18]=1.[BH4-].[Na+].C(O)(C)C. Product: [CH3:1][NH:2][S:3]([CH2:6][CH2:7][C:8]1[CH:13]=[CH:12][C:11]([NH:14][CH2:16][C:17]2[CH:22]=[CH:21][CH:20]=[CH:19][CH:18]=2)=[C:10]([I:15])[CH:9]=1)(=[O:5])=[O:4]. The catalyst class is: 5. (5) Reactant: [CH3:1][C:2]1[CH:10]=[CH:9][C:5]([C:6]([OH:8])=O)=[CH:4][C:3]=1[N+:11]([O-:13])=[O:12].C([O:18][C:19](N1CCNCC1)=[O:20])CCC.[CH2:27](N(CC)CC)C.CN(C(ON1N=NC2C=C[CH:47]=[CH:48][C:43]1=2)=[N+](C)C)C.[B-](F)(F)(F)F.[CH:56]1[CH:61]=[N:60][C:59]2N(O)N=[N:64][C:58]=2C=1. Product: [C:48]([O:20][C:19]([N:60]1[CH2:61][CH2:56][N:64]([C:6](=[O:8])[C:5]2[CH:9]=[CH:10][C:2]([CH3:1])=[C:3]([N+:11]([O-:13])=[O:12])[CH:4]=2)[CH2:58][CH2:59]1)=[O:18])([CH3:47])([CH3:43])[CH3:27]. The catalyst class is: 18.